From a dataset of Peptide-MHC class I binding affinity with 185,985 pairs from IEDB/IMGT. Regression. Given a peptide amino acid sequence and an MHC pseudo amino acid sequence, predict their binding affinity value. This is MHC class I binding data. (1) The peptide sequence is KVQEWYLSY. The MHC is HLA-A26:01 with pseudo-sequence HLA-A26:01. The binding affinity (normalized) is 0.0847. (2) The peptide sequence is VETFYPKLQA. The MHC is HLA-B44:03 with pseudo-sequence HLA-B44:03. The binding affinity (normalized) is 0.0174. (3) The peptide sequence is RYRRLIQIL. The MHC is HLA-A02:01 with pseudo-sequence HLA-A02:01. The binding affinity (normalized) is 0.0847. (4) The peptide sequence is KVAELVWFL. The MHC is HLA-A02:01 with pseudo-sequence HLA-A02:01. The binding affinity (normalized) is 0.820. (5) The peptide sequence is KLIDVEMTR. The MHC is HLA-B07:02 with pseudo-sequence HLA-B07:02. The binding affinity (normalized) is 0. (6) The peptide sequence is ATSSFREKSR. The MHC is HLA-A68:01 with pseudo-sequence HLA-A68:01. The binding affinity (normalized) is 0.940. (7) The peptide sequence is VVNYDNSTK. The MHC is HLA-B27:05 with pseudo-sequence HLA-B27:05. The binding affinity (normalized) is 0.0847. (8) The peptide sequence is TTAEPLSMYV. The MHC is Mamu-A01 with pseudo-sequence Mamu-A01. The binding affinity (normalized) is 0.695.